This data is from NCI-60 drug combinations with 297,098 pairs across 59 cell lines. The task is: Regression. Given two drug SMILES strings and cell line genomic features, predict the synergy score measuring deviation from expected non-interaction effect. Drug 1: CC(C1=C(C=CC(=C1Cl)F)Cl)OC2=C(N=CC(=C2)C3=CN(N=C3)C4CCNCC4)N. Drug 2: CC1=C(C(CCC1)(C)C)C=CC(=CC=CC(=CC(=O)O)C)C. Cell line: MDA-MB-435. Synergy scores: CSS=13.2, Synergy_ZIP=2.70, Synergy_Bliss=1.43, Synergy_Loewe=-8.70, Synergy_HSA=-2.19.